From a dataset of Catalyst prediction with 721,799 reactions and 888 catalyst types from USPTO. Predict which catalyst facilitates the given reaction. (1) Reactant: [CH3:1][O:2][C:3](=[O:22])[C:4]1[CH:9]=[CH:8][C:7]([CH:10]=[N:11][C@H:12]2[CH2:17][CH2:16][C@H:15]([C:18]([CH3:21])([CH3:20])[CH3:19])[CH2:14][CH2:13]2)=[CH:6][CH:5]=1.C(O)(=O)C.C([BH3-])#N.[Na+]. Product: [CH3:1][O:2][C:3](=[O:22])[C:4]1[CH:9]=[CH:8][C:7]([CH2:10][NH:11][C@H:12]2[CH2:17][CH2:16][C@H:15]([C:18]([CH3:20])([CH3:19])[CH3:21])[CH2:14][CH2:13]2)=[CH:6][CH:5]=1. The catalyst class is: 5. (2) Reactant: [F:1][C:2]1[CH:7]=[CH:6][CH:5]=[CH:4][C:3]=1[NH:8][C:9]1[C:18]([F:19])=[C:17]([F:20])[C:16]([C:21]#[C:22][Si](C)(C)C)=[CH:15][C:10]=1[C:11]([O:13][CH3:14])=[O:12].[OH:27]S(O)(=O)=O.O. Product: [C:21]([C:16]1[C:17]([F:20])=[C:18]([F:19])[C:9]([NH:8][C:3]2[CH:4]=[CH:5][CH:6]=[CH:7][C:2]=2[F:1])=[C:10]([CH:15]=1)[C:11]([O:13][CH3:14])=[O:12])(=[O:27])[CH3:22]. The catalyst class is: 21. (3) The catalyst class is: 2. Product: [NH2:8][C@@H:9]([CH3:36])[C:10]([NH:12][C:13]1[CH:18]=[CH:17][C:16]([F:19])=[CH:15][C:14]=1[NH:20][C@H:21]1[CH2:26][CH2:25][CH2:24][N:23]([CH2:27][CH2:28][O:29][C:30](=[O:35])[C:31]([CH3:33])([CH3:32])[CH3:34])[CH2:22]1)=[O:11]. Reactant: C(OC([NH:8][C@@H:9]([CH3:36])[C:10]([NH:12][C:13]1[CH:18]=[CH:17][C:16]([F:19])=[CH:15][C:14]=1[NH:20][C@H:21]1[CH2:26][CH2:25][CH2:24][N:23]([CH2:27][CH2:28][O:29][C:30](=[O:35])[C:31]([CH3:34])([CH3:33])[CH3:32])[CH2:22]1)=[O:11])=O)(C)(C)C.C(O)(C(F)(F)F)=O.C1(C)C=CC=CC=1. (4) Product: [CH2:16]([O:15][C:8]1[CH:9]=[C:10]([CH2:13][CH3:14])[CH:11]=[CH:12][C:7]=1[CH:6]=[CH:5][CH2:4][OH:3])[C:17]1[CH:22]=[CH:21][CH:20]=[CH:19][CH:18]=1. Reactant: C([O:3][C:4](=O)[CH:5]=[CH:6][C:7]1[CH:12]=[CH:11][C:10]([CH2:13][CH3:14])=[CH:9][C:8]=1[O:15][CH2:16][C:17]1[CH:22]=[CH:21][CH:20]=[CH:19][CH:18]=1)C.[H-].[Al+3].[Li+].[H-].[H-].[H-]. The catalyst class is: 28. (5) Reactant: [O:1]=[S:2]1(=[O:25])[N:9]([C:10]2[C:15]([Cl:16])=[CH:14][C:13]([Cl:17])=[CH:12][C:11]=2[Cl:18])[CH2:8][C:5]2([CH2:7][CH2:6]2)[CH2:4][N:3]1[CH2:19][C:20]([O:22]CC)=[O:21].C(OCC)(=O)C.Cl. Product: [O:25]=[S:2]1(=[O:1])[N:9]([C:10]2[C:11]([Cl:18])=[CH:12][C:13]([Cl:17])=[CH:14][C:15]=2[Cl:16])[CH2:8][C:5]2([CH2:6][CH2:7]2)[CH2:4][N:3]1[CH2:19][C:20]([OH:22])=[O:21]. The catalyst class is: 87. (6) Reactant: [CH:1]1([NH:4][C:5]2[N:10]3[N:11]=[CH:12][C:13](/[CH:14]=[C:15]4/[C:16](=[O:21])[NH:17][C:18](=[O:20])[NH:19]/4)=[C:9]3[N:8]=[C:7](S(C)(=O)=O)[CH:6]=2)[CH2:3][CH2:2]1.[Cl:26][C:27]1[CH:28]=[C:29]([C@@H:33]([NH2:35])[CH3:34])[CH:30]=[CH:31][CH:32]=1. Product: [Cl:26][C:27]1[CH:28]=[C:29]([C@@H:33]([NH:35][C:7]2[CH:6]=[C:5]([NH:4][CH:1]3[CH2:3][CH2:2]3)[N:10]3[N:11]=[CH:12][C:13](/[CH:14]=[C:15]4/[C:16](=[O:21])[NH:17][C:18](=[O:20])[NH:19]/4)=[C:9]3[N:8]=2)[CH3:34])[CH:30]=[CH:31][CH:32]=1. The catalyst class is: 37. (7) Product: [CH3:1][N:2]([CH3:8])[CH2:3][CH2:4][CH2:5][N:6]([C:10]1[CH:38]=[CH:37][C:13]([C:14]([NH:16][C:17]2[CH:18]=[CH:19][C:20]([CH3:36])=[C:21]([NH:23][C:24](=[O:35])[C:25]3[CH:30]=[CH:29][C:28]([O:31][CH3:32])=[C:27]([O:33][CH3:34])[CH:26]=3)[CH:22]=2)=[O:15])=[CH:12][CH:11]=1)[CH3:7]. The catalyst class is: 16. Reactant: [CH3:1][N:2]([CH3:8])[CH2:3][CH2:4][CH2:5][NH:6][CH3:7].F[C:10]1[CH:38]=[CH:37][C:13]([C:14]([NH:16][C:17]2[CH:18]=[CH:19][C:20]([CH3:36])=[C:21]([NH:23][C:24](=[O:35])[C:25]3[CH:30]=[CH:29][C:28]([O:31][CH3:32])=[C:27]([O:33][CH3:34])[CH:26]=3)[CH:22]=2)=[O:15])=[CH:12][CH:11]=1.C(=O)([O-])[O-].[K+].[K+]. (8) Reactant: CC([O-])(C)C.[K+].[NH2:7][C:8]1[CH:13]=[CH:12][C:11]([C:14]([N:16]2[CH2:21][CH2:20][O:19][CH2:18][CH2:17]2)=[O:15])=[CH:10][CH:9]=1.[Br:22][C:23]1[CH:24]=[CH:25][C:26](F)=[C:27]([CH:30]=1)[C:28]#[N:29]. Product: [Br:22][C:23]1[CH:24]=[CH:25][C:26]([NH:7][C:8]2[CH:9]=[CH:10][C:11]([C:14]([N:16]3[CH2:17][CH2:18][O:19][CH2:20][CH2:21]3)=[O:15])=[CH:12][CH:13]=2)=[C:27]([CH:30]=1)[C:28]#[N:29]. The catalyst class is: 16. (9) Product: [ClH:16].[CH:1]1([C@@H:4]([NH2:9])[C:5]([F:8])([F:7])[F:6])[CH2:3][CH2:2]1. The catalyst class is: 5. Reactant: [CH:1]1([C@@H:4]([NH:9][S@](C(C)(C)C)=O)[C:5]([F:8])([F:7])[F:6])[CH2:3][CH2:2]1.[ClH:16]. (10) Reactant: [NH:1]1[C:9]2[C:4](=[CH:5][CH:6]=[C:7]([NH:10][C:11]3[N:20]=[C:19]([NH:21][C@@H:22]4[CH2:27][CH2:26][CH2:25][CH2:24][C@@H:23]4[NH2:28])[CH:18]=[C:17]([C:29]#[N:30])[C:12]=3[C:13](OC)=[O:14])[CH:8]=2)[CH:3]=[N:2]1. Product: [NH:1]1[C:9]2[C:4](=[CH:5][CH:6]=[C:7]([NH:10][C:11]3[C:12]4[C:13](=[O:14])[NH:30][CH2:29][C:17]=4[CH:18]=[C:19]([NH:21][C@@H:22]4[CH2:27][CH2:26][CH2:25][CH2:24][C@@H:23]4[NH2:28])[N:20]=3)[CH:8]=2)[CH:3]=[N:2]1. The catalyst class is: 19.